This data is from Forward reaction prediction with 1.9M reactions from USPTO patents (1976-2016). The task is: Predict the product of the given reaction. (1) Given the reactants CC#N.[O:4]([C:11]1[CH:12]=[C:13]([NH:17][CH2:18][C:19]2[CH:24]=[CH:23][CH:22]=[C:21]([CH:25]3[CH2:29][CH2:28][CH2:27][O:26]3)[CH:20]=2)[CH:14]=[CH:15][CH:16]=1)[C:5]1[CH:10]=[CH:9][CH:8]=[CH:7][CH:6]=1.[F:30][C:31]([F:36])([F:35])[CH:32]1[O:34][CH2:33]1.C(S([O-])(=O)=O)(F)(F)F.C(S([O-])(=O)=O)(F)(F)F.C(S([O-])(=O)=O)(F)(F)F.[Yb+3], predict the reaction product. The product is: [O:4]([C:11]1[CH:12]=[C:13]([N:17]([CH2:18][C:19]2[CH:24]=[CH:23][CH:22]=[C:21]([CH:25]3[CH2:29][CH2:28][CH2:27][O:26]3)[CH:20]=2)[CH2:33][CH:32]([OH:34])[C:31]([F:36])([F:35])[F:30])[CH:14]=[CH:15][CH:16]=1)[C:5]1[CH:10]=[CH:9][CH:8]=[CH:7][CH:6]=1. (2) The product is: [N:21]1([CH2:2][CH2:3][CH2:4][O:5][C:6]2[CH:11]=[CH:10][C:9]([C:12]3[N:13]=[C:14]4[CH:19]=[CH:18][CH:17]=[CH:16][N:15]4[CH:20]=3)=[CH:8][CH:7]=2)[CH2:26][CH2:25][CH2:24][CH2:23][CH2:22]1. Given the reactants Cl[CH2:2][CH2:3][CH2:4][O:5][C:6]1[CH:11]=[CH:10][C:9]([C:12]2[N:13]=[C:14]3[CH:19]=[CH:18][CH:17]=[CH:16][N:15]3[CH:20]=2)=[CH:8][CH:7]=1.[NH:21]1[CH2:26][CH2:25][CH2:24][CH2:23][CH2:22]1, predict the reaction product. (3) Given the reactants C(O[C:4]([C:6]1([CH2:12][CH2:13]OC)[CH2:11][CH2:10][NH:9][CH2:8][CH2:7]1)=[O:5])C.[Cl:16][C:17]1[CH:22]=[CH:21][CH:20]=[CH:19][C:18]=1[S:23](Cl)(=[O:25])=[O:24].[CH2:27]([N:29]1[CH:37]=[C:36]2[C:31]([CH:32]=[CH:33][C:34]([NH2:38])=[CH:35]2)=[N:30]1)[CH3:28], predict the reaction product. The product is: [Cl:16][C:17]1[CH:22]=[CH:21][CH:20]=[CH:19][C:18]=1[S:23]([N:9]1[CH2:8][CH2:7][C:6]2([C:4](=[O:5])[N:38]([C:34]3[CH:33]=[CH:32][C:31]4[C:36](=[CH:37][N:29]([CH2:27][CH3:28])[N:30]=4)[CH:35]=3)[CH2:13][CH2:12]2)[CH2:11][CH2:10]1)(=[O:25])=[O:24]. (4) Given the reactants C([O:3][C:4]([C:6]1[N:7]=[C:8]([NH:12][C:13]2[CH:18]=[CH:17][C:16]([Cl:19])=[CH:15][CH:14]=2)[S:9][C:10]=1[CH3:11])=[O:5])C.[OH-].[K+], predict the reaction product. The product is: [Cl:19][C:16]1[CH:15]=[CH:14][C:13]([NH:12][C:8]2[S:9][C:10]([CH3:11])=[C:6]([C:4]([OH:5])=[O:3])[N:7]=2)=[CH:18][CH:17]=1.